This data is from Forward reaction prediction with 1.9M reactions from USPTO patents (1976-2016). The task is: Predict the product of the given reaction. (1) Given the reactants Br[C:2]1[CH:3]=[CH:4][C:5]2[N:9]=[CH:8][N:7]([C:10]3[CH:15]=[CH:14][CH:13]=[CH:12][CH:11]=3)[C:6]=2[CH:16]=1.[F:17][C:18]1[CH:23]=[CH:22][C:21]([N:24]2[C:28](B(O)O)=[CH:27][CH:26]=[N:25]2)=[CH:20][CH:19]=1, predict the reaction product. The product is: [F:17][C:18]1[CH:19]=[CH:20][C:21]([N:24]2[C:28]([C:2]3[CH:3]=[CH:4][C:5]4[N:9]=[CH:8][N:7]([C:10]5[CH:15]=[CH:14][CH:13]=[CH:12][CH:11]=5)[C:6]=4[CH:16]=3)=[CH:27][CH:26]=[N:25]2)=[CH:22][CH:23]=1. (2) Given the reactants CS(C)=O.F[C:6]1[CH:11]=[CH:10][C:9]([N+:12]([O-:14])=[O:13])=[C:8]([CH3:15])[CH:7]=1.C(=O)([O-])[O-].[K+].[K+].[NH:22]1[CH2:27][CH2:26][O:25][CH2:24][CH2:23]1, predict the reaction product. The product is: [CH3:15][C:8]1[CH:7]=[C:6]([N:22]2[CH2:27][CH2:26][O:25][CH2:24][CH2:23]2)[CH:11]=[CH:10][C:9]=1[N+:12]([O-:14])=[O:13]. (3) Given the reactants [CH2:1]([N:8]([CH3:24])[C:9]1[C:14]2[CH2:15][O:16][C:17]([CH3:20])([CH3:19])[CH2:18][C:13]=2[C:12]([C:21]#[N:22])=[C:11]([OH:23])[N:10]=1)[C:2]1[CH:7]=[CH:6][CH:5]=[CH:4][CH:3]=1.C(=O)([O-])[O-].[K+].[K+].Br[CH2:32][C:33]([O:35][CH2:36][CH3:37])=[O:34], predict the reaction product. The product is: [CH2:1]([N:8]([CH3:24])[C:9]1[N:10]=[C:11]([O:23][CH2:32][C:33]([O:35][CH2:36][CH3:37])=[O:34])[C:12]([C:21]#[N:22])=[C:13]2[CH2:18][C:17]([CH3:20])([CH3:19])[O:16][CH2:15][C:14]=12)[C:2]1[CH:3]=[CH:4][CH:5]=[CH:6][CH:7]=1. (4) Given the reactants OC1C=CC([C:8]2[C:9](=[O:23])[C:10]([CH3:22])([CH3:21])[O:11][C:12]=2[C:13]2[CH:18]=[CH:17][C:16]([O:19][CH3:20])=[CH:15][CH:14]=2)=CC=1.C(=O)([O-])[O-].[Cs+].[Cs+].CN(C=O)C.ClCC1C(C)=CC(C)=CN=1, predict the reaction product. The product is: [CH3:20][O:19][C:16]1[CH:15]=[CH:14][C:13]([C:12]2[O:11][C:10]([CH3:21])([CH3:22])[C:9](=[O:23])[CH:8]=2)=[CH:18][CH:17]=1. (5) Given the reactants Cl[CH2:2][CH2:3][CH2:4][S:5]([O:8][CH2:9][C:10]([CH3:36])([CH3:35])[C@@H:11]([O:27][CH2:28][C:29]1[CH:34]=[CH:33][CH:32]=[CH:31][CH:30]=1)[C:12]([O:14][CH2:15][CH2:16][O:17][C:18]([O:20][CH:21]1[CH2:26][CH2:25][CH2:24][CH2:23][CH2:22]1)=[O:19])=[O:13])(=[O:7])=[O:6].[N-:37]=[N+:38]=[N-:39].[Na+], predict the reaction product. The product is: [N:37]([CH2:2][CH2:3][CH2:4][S:5]([O:8][CH2:9][C:10]([CH3:36])([CH3:35])[C@@H:11]([O:27][CH2:28][C:29]1[CH:34]=[CH:33][CH:32]=[CH:31][CH:30]=1)[C:12]([O:14][CH2:15][CH2:16][O:17][C:18]([O:20][CH:21]1[CH2:26][CH2:25][CH2:24][CH2:23][CH2:22]1)=[O:19])=[O:13])(=[O:7])=[O:6])=[N+:38]=[N-:39]. (6) Given the reactants [F:1][C:2]1[CH:7]=[CH:6][C:5]([O:8][CH3:9])=[CH:4][C:3]=1[C:10]1[N:15]=[CH:14][C:13]([CH2:16][OH:17])=[CH:12][C:11]=1[CH2:18][C:19]([CH3:22])([CH3:21])[CH3:20].Cl[C:24]1[N:29]=[CH:28][N:27]=[C:26]([CH:30]([CH:37]2[CH2:39][CH2:38]2)[CH2:31][C:32]([O:34][CH2:35][CH3:36])=[O:33])[CH:25]=1.[H-].[Na+].Cl, predict the reaction product. The product is: [CH:37]1([CH:30]([C:26]2[CH:25]=[C:24]([O:17][CH2:16][C:13]3[CH:14]=[N:15][C:10]([C:3]4[CH:4]=[C:5]([O:8][CH3:9])[CH:6]=[CH:7][C:2]=4[F:1])=[C:11]([CH2:18][C:19]([CH3:22])([CH3:21])[CH3:20])[CH:12]=3)[N:29]=[CH:28][N:27]=2)[CH2:31][C:32]([O:34][CH2:35][CH3:36])=[O:33])[CH2:39][CH2:38]1.